From a dataset of Catalyst prediction with 721,799 reactions and 888 catalyst types from USPTO. Predict which catalyst facilitates the given reaction. (1) Reactant: [CH3:1][C:2]1[NH:6][N:5]=[C:4]([C:7]([N:9]2[CH2:14][CH2:13][N:12]([C:15]3[CH:20]=[CH:19][CH:18]=[CH:17][CH:16]=3)[CH2:11][CH2:10]2)=[O:8])[CH:3]=1.N[C@@H:22]1[CH2:27][CH2:26][CH2:25]C[C@H:23]1[NH2:28].C(=O)([O-])[O-].[Cs+].[Cs+].BrC1C=CC=CN=1.[Cl-].C([N+]1C=CN(C)C=1)C. Product: [CH3:1][C:2]1[CH:3]=[C:4]([C:7]([N:9]2[CH2:14][CH2:13][N:12]([C:15]3[CH:20]=[CH:19][CH:18]=[CH:17][CH:16]=3)[CH2:11][CH2:10]2)=[O:8])[N:5]([C:23]2[CH:22]=[CH:27][CH:26]=[CH:25][N:28]=2)[N:6]=1. The catalyst class is: 127. (2) Reactant: [CH3:1][O:2][CH2:3][CH2:4][C:5]1[S:9][C:8]([S:10]([NH2:13])(=[O:12])=[O:11])=[CH:7][C:6]=1[CH3:14].Cl[C:16](OC1C=CC=CC=1)=[O:17].C(N(CC)CC)C.[CH2:32]([C:34]1[S:38][C:37]([NH2:39])=[N:36][C:35]=1[CH3:40])[CH3:33]. Product: [CH2:32]([C:34]1[S:38][C:37]([NH:39][C:16]([NH:13][S:10]([C:8]2[S:9][C:5]([CH2:4][CH2:3][O:2][CH3:1])=[C:6]([CH3:14])[CH:7]=2)(=[O:12])=[O:11])=[O:17])=[N:36][C:35]=1[CH3:40])[CH3:33]. The catalyst class is: 10. (3) Reactant: [CH:1]1([CH2:6][C@H:7]([CH2:11][N:12]([CH:21]=[O:22])[O:13][CH2:14][C:15]2[CH:20]=[CH:19][CH:18]=[CH:17][CH:16]=2)[C:8](F)=[O:9])[CH2:5][CH2:4][CH2:3][CH2:2]1.[CH2:23]([O:30][C:31]([N:33]1[CH2:37][CH2:36][CH:35]([C:38]([OH:40])=[O:39])[NH:34]1)=[O:32])[C:24]1[CH:29]=[CH:28][CH:27]=[CH:26][CH:25]=1.CCN(C(C)C)C(C)C. Product: [CH:1]1([CH2:6][C@H:7]([CH2:11][N:12]([CH:21]=[O:22])[O:13][CH2:14][C:15]2[CH:20]=[CH:19][CH:18]=[CH:17][CH:16]=2)[C:8]([N:34]2[C@H:35]([C:38]([OH:40])=[O:39])[CH2:36][CH2:37][N:33]2[C:31]([O:30][CH2:23][C:24]2[CH:29]=[CH:28][CH:27]=[CH:26][CH:25]=2)=[O:32])=[O:9])[CH2:5][CH2:4][CH2:3][CH2:2]1. The catalyst class is: 39. (4) Reactant: [CH:1]([Si:4]([CH:36]([CH3:38])[CH3:37])([CH:33]([CH3:35])[CH3:34])[O:5][CH2:6][C@H:7]1[CH2:11][CH2:10][CH2:9][N:8]1[C:12]1[N:16]2[CH:17]=[C:18]([O:21][C@H:22]3[C:31]4[C:26](=[CH:27][CH:28]=[CH:29][CH:30]=4)[C@@H:25]([NH2:32])[CH2:24][CH2:23]3)[CH:19]=[CH:20][C:15]2=[N:14][N:13]=1)([CH3:3])[CH3:2].ClC(Cl)(Cl)C[O:42][C:43](=O)[NH:44][C:45]1[N:46]([C:54]2[CH:59]=[CH:58][C:57]([CH3:60])=[CH:56][CH:55]=2)[N:47]=[C:48]([C:50]([CH3:53])([CH3:52])[CH3:51])[CH:49]=1.CCN(C(C)C)C(C)C.N. Product: [C:50]([C:48]1[CH:49]=[C:45]([NH:44][C:43]([NH:32][C@@H:25]2[C:26]3[C:31](=[CH:30][CH:29]=[CH:28][CH:27]=3)[C@H:22]([O:21][C:18]3[CH:19]=[CH:20][C:15]4[N:16]([C:12]([N:8]5[CH2:9][CH2:10][CH2:11][C@@H:7]5[CH2:6][O:5][Si:4]([CH:1]([CH3:2])[CH3:3])([CH:33]([CH3:35])[CH3:34])[CH:36]([CH3:38])[CH3:37])=[N:13][N:14]=4)[CH:17]=3)[CH2:23][CH2:24]2)=[O:42])[N:46]([C:54]2[CH:59]=[CH:58][C:57]([CH3:60])=[CH:56][CH:55]=2)[N:47]=1)([CH3:53])([CH3:51])[CH3:52]. The catalyst class is: 655. (5) Reactant: [F:1][C:2]([F:7])([F:6])[C:3]([OH:5])=[O:4].[Cl:8][C:9]1[CH:14]=[CH:13][C:12]([CH2:15][NH:16][C:17]([C:19]2[NH:20][C:21]3[C:26]([CH:27]=2)=[CH:25][C:24]([NH:28]C(=O)OC(C)(C)C)=[CH:23][CH:22]=3)=[O:18])=[C:11]([F:36])[C:10]=1[O:37][C:38]1[CH:43]=[C:42]([C:44]#[N:45])[CH:41]=[C:40]([Cl:46])[CH:39]=1. Product: [F:1][C:2]([F:7])([F:6])[C:3]([OH:5])=[O:4].[NH2:28][C:24]1[CH:25]=[C:26]2[C:21](=[CH:22][CH:23]=1)[NH:20][C:19]([C:17]([NH:16][CH2:15][C:12]1[CH:13]=[CH:14][C:9]([Cl:8])=[C:10]([O:37][C:38]3[CH:43]=[C:42]([C:44]#[N:45])[CH:41]=[C:40]([Cl:46])[CH:39]=3)[C:11]=1[F:36])=[O:18])=[CH:27]2. The catalyst class is: 4.